From a dataset of Full USPTO retrosynthesis dataset with 1.9M reactions from patents (1976-2016). Predict the reactants needed to synthesize the given product. (1) The reactants are: [C:1](Cl)(=[O:3])[CH3:2].[NH2:5][CH2:6][C:7]1[N:11]([CH:12]2[CH2:17][CH2:16][N:15]([CH:18]3[CH2:24][CH2:23][CH2:22][N:21]([C:25]([O:27][CH2:28][CH3:29])=[O:26])[CH2:20][CH2:19]3)[CH2:14][CH2:13]2)[N:10]=[CH:9][CH:8]=1. Given the product [C:1]([NH:5][CH2:6][C:7]1[N:11]([CH:12]2[CH2:13][CH2:14][N:15]([CH:18]3[CH2:24][CH2:23][CH2:22][N:21]([C:25]([O:27][CH2:28][CH3:29])=[O:26])[CH2:20][CH2:19]3)[CH2:16][CH2:17]2)[N:10]=[CH:9][CH:8]=1)(=[O:3])[CH3:2], predict the reactants needed to synthesize it. (2) Given the product [CH3:1][N:2]([CH2:12][C:13]1[CH:14]=[CH:15][C:16]([CH2:19][O:20][C:21]2[CH:26]=[CH:25][C:24]([CH2:27][CH2:28][C:29]([O:31][CH3:32])=[O:30])=[CH:23][CH:22]=2)=[CH:17][CH:18]=1)[C:3]1[CH:8]=[CH:7][CH:6]=[CH:5][CH:4]=1, predict the reactants needed to synthesize it. The reactants are: [CH3:1][NH:2][C:3]1[CH:8]=[CH:7][CH:6]=[CH:5][CH:4]=1.[H-].[Na+].Br[CH2:12][C:13]1[CH:18]=[CH:17][C:16]([CH2:19][O:20][C:21]2[CH:26]=[CH:25][C:24]([CH2:27][CH2:28][C:29]([O:31][CH3:32])=[O:30])=[CH:23][CH:22]=2)=[CH:15][CH:14]=1.O.